This data is from Full USPTO retrosynthesis dataset with 1.9M reactions from patents (1976-2016). The task is: Predict the reactants needed to synthesize the given product. (1) The reactants are: [CH2:1]([O:3][C:4]([C:6]1([C:9]2[CH:14]=[CH:13][C:12]([C:15]3[CH:20]=[CH:19][C:18]([C:21]4[S:22][C:23]([F:29])=CC=4C(O)=O)=[CH:17][CH:16]=3)=[CH:11][CH:10]=2)[CH2:8][CH2:7]1)=[O:5])[CH3:2].C([N:32]([CH2:35][CH3:36])[CH2:33]C)C.C1(P(N=[N+]=[N-])(C2C=CC=CC=2)=[O:44])C=CC=CC=1.[F:54][C:55]1[CH:60]=[C:59]([F:61])[C:58]([F:62])=[CH:57][C:56]=1[CH:63]([OH:65])[CH3:64].[Cl-].[NH4+]. Given the product [CH2:1]([O:3][C:4]([C:6]1([C:9]2[CH:14]=[CH:13][C:12]([C:15]3[CH:16]=[CH:17][C:18]([C:21]4[S:22][C:23]([F:29])=[CH:36][C:35]=4[NH:32][C:33]([O:65][CH:63]([C:56]4[CH:57]=[C:58]([F:62])[C:59]([F:61])=[CH:60][C:55]=4[F:54])[CH3:64])=[O:44])=[CH:19][CH:20]=3)=[CH:11][CH:10]=2)[CH2:7][CH2:8]1)=[O:5])[CH3:2], predict the reactants needed to synthesize it. (2) Given the product [S:2]1[C:6]([C:7]2[CH:8]=[CH:9][C:10]3[O:16][CH2:15][CH2:14][N:13]([C:18]([Cl:20])=[O:19])[CH2:12][C:11]=3[CH:17]=2)=[CH:5][N:4]=[CH:3]1, predict the reactants needed to synthesize it. The reactants are: Cl.[S:2]1[C:6]([C:7]2[CH:8]=[CH:9][C:10]3[O:16][CH2:15][CH2:14][NH:13][CH2:12][C:11]=3[CH:17]=2)=[CH:5][N:4]=[CH:3]1.[C:18](Cl)([Cl:20])=[O:19].C1(C)C=CC=CC=1.C(N(CC)CC)C. (3) Given the product [I:9][C:7]1[C:3]([O:2][CH3:1])=[N:4][O:5][C:6]=1[CH3:8], predict the reactants needed to synthesize it. The reactants are: [CH3:1][O:2][C:3]1[CH:7]=[C:6]([CH3:8])[O:5][N:4]=1.[I:9]N1C(=O)CCC1=O. (4) Given the product [Cl:13][C:10]1[CH:11]=[CH:12][C:7](/[CH:6]=[CH:5]/[C:4]([OH:15])=[O:3])=[CH:8][C:9]=1[OH:14], predict the reactants needed to synthesize it. The reactants are: C([O:3][C:4](=[O:15])/[CH:5]=[CH:6]/[C:7]1[CH:12]=[CH:11][C:10]([Cl:13])=[C:9]([OH:14])[CH:8]=1)C. (5) Given the product [F:1][C:2]1[CH:7]=[CH:6][C:5]([S:8]([C:11]2[N:15]([C:16]3[C:17]([F:22])=[N:18][CH:19]=[CH:20][CH:21]=3)[N:14]=[C:13]([CH:23]=[O:24])[CH:12]=2)(=[O:9])=[O:10])=[CH:4][CH:3]=1, predict the reactants needed to synthesize it. The reactants are: [F:1][C:2]1[CH:7]=[CH:6][C:5]([S:8]([C:11]2[N:15]([C:16]3[C:17]([F:22])=[N:18][CH:19]=[CH:20][CH:21]=3)[N:14]=[C:13]([CH2:23][OH:24])[CH:12]=2)(=[O:10])=[O:9])=[CH:4][CH:3]=1. (6) The reactants are: [Br:1][C:2]1[CH:3]=[C:4]([NH:8][C:9]2[C:18]3[C:13](=[CH:14][CH:15]=[C:16]([NH:19][C:20](=[O:30])/[CH:21]=[CH:22]/[CH2:23][N:24]4[CH2:29][CH2:28][CH2:27][CH2:26][CH2:25]4)[CH:17]=3)[N:12]=[CH:11][N:10]=2)[CH:5]=[CH:6][CH:7]=1.BrC[C:33]1[N:34]([CH3:41])[CH:35]=[C:36]([N+:38]([O-:40])=[O:39])[N:37]=1.[CH3:42]N1C(=O)CCC1. Given the product [Br-:1].[Br:1][C:2]1[CH:3]=[C:4]([CH:5]=[CH:6][CH:7]=1)[NH:8][C:9]1[C:18]2[C:13](=[CH:14][CH:15]=[C:16]([NH:19][C:20](=[O:30])/[CH:21]=[CH:22]/[CH2:23][N+:24]3([CH2:42][C:35]4[N:34]([CH3:41])[CH:33]=[N:37][C:36]=4[N+:38]([O-:40])=[O:39])[CH2:25][CH2:26][CH2:27][CH2:28][CH2:29]3)[CH:17]=2)[N:12]=[CH:11][N:10]=1, predict the reactants needed to synthesize it.